From a dataset of Forward reaction prediction with 1.9M reactions from USPTO patents (1976-2016). Predict the product of the given reaction. (1) Given the reactants CCN(C(C)C)C(C)C.[CH3:10][C:11]([O:14][C:15]([NH:17][C:18]([CH3:23])([C:20]([OH:22])=O)[CH3:19])=[O:16])([CH3:13])[CH3:12].CN(C(ON1N=NC2C=CC=NC1=2)=[N+](C)C)C.F[P-](F)(F)(F)(F)F.[CH3:48][CH:49]1[CH2:58][C:57]2[C:52](=[CH:53][CH:54]=[CH:55][C:56]=2[O:59][C:60]2[N:65]=[CH:64][C:63]([NH2:66])=[CH:62][CH:61]=2)[O:51][CH2:50]1, predict the reaction product. The product is: [CH3:23][C:18]([NH:17][C:15](=[O:16])[O:14][C:11]([CH3:10])([CH3:12])[CH3:13])([CH3:19])[C:20]([NH:66][C:63]1[CH:64]=[N:65][C:60]([O:59][C:56]2[CH:55]=[CH:54][CH:53]=[C:52]3[C:57]=2[CH2:58][CH:49]([CH3:48])[CH2:50][O:51]3)=[CH:61][CH:62]=1)=[O:22]. (2) The product is: [F:12][C:13]1[CH:18]=[CH:17][C:16]([C:2]2[C:10]([C:27]3[CH:28]=[CH:29][C:24]([S:23][CH3:22])=[CH:25][CH:26]=3)=[CH:9][C:5]3[O:6][CH2:7][O:8][C:4]=3[CH:3]=2)=[CH:15][CH:14]=1. Given the reactants Br[C:2]1[C:10](Br)=[CH:9][C:5]2[O:6][CH2:7][O:8][C:4]=2[CH:3]=1.[F:12][C:13]1[CH:18]=[CH:17][C:16](B(O)O)=[CH:15][CH:14]=1.[CH3:22][S:23][C:24]1[CH:29]=[CH:28][C:27](B(O)O)=[CH:26][CH:25]=1, predict the reaction product. (3) Given the reactants C[O:2][C:3]1[C:8]([O:9][CH3:10])=[CH:7][CH:6]=[CH:5][C:4]=1[C:11]1[C:12](N)=[N:13][CH:14]=[CH:15][CH:16]=1.N(OC(C)(C)C)=O, predict the reaction product. The product is: [CH3:10][O:9][C:8]1[C:3]2[O:2][C:12]3[C:11]([C:4]=2[CH:5]=[CH:6][CH:7]=1)=[CH:16][CH:15]=[CH:14][N:13]=3. (4) The product is: [C:1]([C:5]1[N:10]=[CH:9][N:8]=[C:7]([N:11]2[CH:16]([OH:17])[CH:18]([OH:19])[N:14]([CH3:15])[C:12]2=[O:13])[CH:6]=1)([CH3:4])([CH3:2])[CH3:3]. Given the reactants [C:1]([C:5]1[N:10]=[CH:9][N:8]=[C:7]([NH:11][C:12]([NH:14][CH3:15])=[O:13])[CH:6]=1)([CH3:4])([CH3:3])[CH3:2].[CH:16]([CH:18]=[O:19])=[O:17], predict the reaction product. (5) Given the reactants [F:1][C:2]1[CH:7]=[CH:6][C:5]([S:8]([C:11]2[N:12]=[C:13]([NH:21][C:22]3[N:26](CC4C=CC(OC)=CC=4)[N:25]=[CH:24][CH:23]=3)[C:14]3[C:19]([CH:20]=2)=[CH:18][CH:17]=[CH:16][CH:15]=3)(=[O:10])=[O:9])=[CH:4][CH:3]=1.C(O)(C(F)(F)F)=O, predict the reaction product. The product is: [F:1][C:2]1[CH:7]=[CH:6][C:5]([S:8]([C:11]2[N:12]=[C:13]([NH:21][C:22]3[NH:26][N:25]=[CH:24][CH:23]=3)[C:14]3[C:19]([CH:20]=2)=[CH:18][CH:17]=[CH:16][CH:15]=3)(=[O:9])=[O:10])=[CH:4][CH:3]=1. (6) Given the reactants [Cl:1][C:2]1[CH:26]=[C:25]([C:27]([F:30])([F:29])[F:28])[CH:24]=[CH:23][C:3]=1[O:4][C:5]1[CH:10]=[CH:9][C:8](/[CH:11]=[C:12]2\[NH:13][C:14](=[O:20])[N:15]([CH2:18][CH3:19])[C:16]\2=[NH:17])=[CH:7][C:6]=1[O:21][CH3:22].[C:31](=O)([O-])[O-].[K+].[K+].IC.O, predict the reaction product. The product is: [Cl:1][C:2]1[CH:26]=[C:25]([C:27]([F:28])([F:29])[F:30])[CH:24]=[CH:23][C:3]=1[O:4][C:5]1[CH:10]=[CH:9][C:8](/[CH:11]=[C:12]2\[N:13]([CH3:31])[C:14](=[O:20])[N:15]([CH2:18][CH3:19])[C:16]\2=[NH:17])=[CH:7][C:6]=1[O:21][CH3:22]. (7) Given the reactants [Na+].[F:2][C:3]([F:8])(Cl)C([O-])=O.[CH2:9]([O:16][C:17]1[CH:22]=[CH:21][C:20]([N:23]2[C:27]3=[N:28][CH:29]=[CH:30][CH:31]=[C:26]3[NH:25][C:24]2=[O:32])=[CH:19][CH:18]=1)[C:10]1[CH:15]=[CH:14][CH:13]=[CH:12][CH:11]=1.[Br-].[Li+].[H-].[Na+].[Cl-].[Cl-].[Ca+2], predict the reaction product. The product is: [CH2:9]([O:16][C:17]1[CH:18]=[CH:19][C:20]([N:23]2[C:27]3=[N:28][CH:29]=[CH:30][CH:31]=[C:26]3[N:25]([CH:3]([F:8])[F:2])[C:24]2=[O:32])=[CH:21][CH:22]=1)[C:10]1[CH:15]=[CH:14][CH:13]=[CH:12][CH:11]=1. (8) The product is: [CH3:15][C@H:12]1[CH2:13][CH2:14][C@H:9]([C:7](=[O:8])[CH3:1])[CH2:10][CH2:11]1. Given the reactants [CH3:1][Mg+].[Br-].CON(C)[C:7]([C@H:9]1[CH2:14][CH2:13][C@H:12]([CH3:15])[CH2:11][CH2:10]1)=[O:8], predict the reaction product. (9) The product is: [C:6]([O:10][C:11](=[O:38])/[C:12](=[CH:23]/[C:24]1[CH:29]=[CH:28][C:27]([N:30]2[CH:34]=[C:33]([CH3:35])[N:32]=[CH:31]2)=[C:26]([O:36][CH3:37])[CH:25]=1)/[CH2:13][CH2:14][OH:15])([CH3:9])([CH3:8])[CH3:7]. Given the reactants C1COCC1.[C:6]([O:10][C:11](=[O:38])/[C:12](=[CH:23]/[C:24]1[CH:29]=[CH:28][C:27]([N:30]2[CH:34]=[C:33]([CH3:35])[N:32]=[CH:31]2)=[C:26]([O:36][CH3:37])[CH:25]=1)/[CH2:13][CH2:14][O:15][Si](C(C)(C)C)(C)C)([CH3:9])([CH3:8])[CH3:7].CCCC[N+](CCCC)(CCCC)CCCC.[F-].O, predict the reaction product.